From a dataset of Retrosynthesis with 50K atom-mapped reactions and 10 reaction types from USPTO. Predict the reactants needed to synthesize the given product. Given the product CC(C)n1ncc2c(=O)[nH]c([C@@H]3CNC[C@H]3C)nc21, predict the reactants needed to synthesize it. The reactants are: C[C@@H]1CNC[C@H]1c1nc2c(cnn2C2CCCC2)c(=O)[nH]1.